From a dataset of Full USPTO retrosynthesis dataset with 1.9M reactions from patents (1976-2016). Predict the reactants needed to synthesize the given product. (1) Given the product [CH3:1][N:2]1[CH2:15][CH2:14][C:5]2[N:6]([C:37]#[C:38][Si:39]([CH:40]([CH3:42])[CH3:41])([CH:46]([CH3:48])[CH3:47])[CH:43]([CH3:45])[CH3:44])[C:7]3[CH:8]=[CH:9][C:10]([CH3:13])=[CH:11][C:12]=3[C:4]=2[CH2:3]1, predict the reactants needed to synthesize it. The reactants are: [CH3:1][N:2]1[CH2:15][CH2:14][C:5]2[NH:6][C:7]3[CH:8]=[CH:9][C:10]([CH3:13])=[CH:11][C:12]=3[C:4]=2[CH2:3]1.C(=O)([O-])[O-].[K+].[K+].N1C2C(=CC=C3C=2N=CC=C3)C=CC=1.Br[C:37]#[C:38][Si:39]([CH:46]([CH3:48])[CH3:47])([CH:43]([CH3:45])[CH3:44])[CH:40]([CH3:42])[CH3:41]. (2) Given the product [O:10]1[CH2:11][CH2:12][N:8]2[N:7]=[C:6]([CH2:4][OH:3])[CH:13]=[C:9]12, predict the reactants needed to synthesize it. The reactants are: C([O:3][C:4]([C:6]1[CH:13]=[C:9]2[O:10][CH2:11][CH2:12][N:8]2[N:7]=1)=O)C.[BH4-].[Li+].CO.